From a dataset of Full USPTO retrosynthesis dataset with 1.9M reactions from patents (1976-2016). Predict the reactants needed to synthesize the given product. (1) Given the product [NH2:17][C:2]1[CH:16]=[CH:15][C:5]([CH:6]([C:8]2[C:13]([CH3:14])=[CH:12][CH:11]=[CH:10][N:9]=2)[OH:7])=[CH:4][CH:3]=1, predict the reactants needed to synthesize it. The reactants are: F[C:2]1[CH:16]=[CH:15][C:5]([C:6]([C:8]2[C:13]([CH3:14])=[CH:12][CH:11]=[CH:10][N:9]=2)=[O:7])=[CH:4][CH:3]=1.[N-:17]=[N+]=[N-].[Na+].O. (2) Given the product [Br:1][C:2]1[CH:10]=[C:9]2[C:5]([CH2:6][C:7]3([CH2:16][CH2:15][CH:14]([O:17][CH3:21])[CH2:13][CH2:12]3)[C:8]2=[O:11])=[CH:4][C:3]=1[F:18], predict the reactants needed to synthesize it. The reactants are: [Br:1][C:2]1[CH:10]=[C:9]2[C:5]([CH2:6][C:7]3([CH2:16][CH2:15][CH:14]([OH:17])[CH2:13][CH2:12]3)[C:8]2=[O:11])=[CH:4][C:3]=1[F:18].CI.[CH3:21]CC([O-])(C)C.[K+]. (3) Given the product [NH2:9][C:6]1[CH:7]=[CH:8][C:3]([O:2][CH3:1])=[C:4]([N:12]2[CH2:13][CH2:14][N:15]([C:18](=[O:23])[C:19]([Cl:22])([Cl:20])[Cl:21])[CH2:16][CH2:17]2)[CH:5]=1, predict the reactants needed to synthesize it. The reactants are: [CH3:1][O:2][C:3]1[CH:8]=[CH:7][C:6]([N+:9]([O-])=O)=[CH:5][C:4]=1[N:12]1[CH2:17][CH2:16][N:15]([C:18](=[O:23])[C:19]([Cl:22])([Cl:21])[Cl:20])[CH2:14][CH2:13]1. (4) Given the product [Si:26]([O:25][C@H:22]1[CH2:23][CH2:24][C@H:19]([CH:18]([C:16]([O:15][CH2:8][C:9]2[CH:10]=[CH:11][CH:12]=[CH:13][CH:14]=2)=[O:17])[C:35]([OH:46])([CH:34]([CH3:33])[CH3:47])[C:36]([O:38][CH2:39][C:40]2[CH:41]=[CH:42][CH:43]=[CH:44][CH:45]=2)=[O:37])[CH2:20][CH2:21]1)([C:29]([CH3:32])([CH3:31])[CH3:30])([CH3:28])[CH3:27], predict the reactants needed to synthesize it. The reactants are: C(NC(C)C)(C)C.[CH2:8]([O:15][C:16]([CH2:18][C@H:19]1[CH2:24][CH2:23][C@H:22]([O:25][Si:26]([C:29]([CH3:32])([CH3:31])[CH3:30])([CH3:28])[CH3:27])[CH2:21][CH2:20]1)=[O:17])[C:9]1[CH:14]=[CH:13][CH:12]=[CH:11][CH:10]=1.[CH3:33][CH:34]([CH3:47])[C:35](=[O:46])[C:36]([O:38][CH2:39][C:40]1[CH:45]=[CH:44][CH:43]=[CH:42][CH:41]=1)=[O:37].C(O)(=O)C. (5) Given the product [Br:1][C:2]1[C:10]2[NH:9][C:8](=[O:13])[O:11][C:7](=[O:12])[C:6]=2[CH:5]=[CH:4][CH:3]=1, predict the reactants needed to synthesize it. The reactants are: [Br:1][C:2]1[CH:3]=[CH:4][CH:5]=[C:6]2[C:10]=1[NH:9][C:8](=[O:11])[C:7]2=[O:12].[OH:13]O. (6) Given the product [C:1]([C:4]1[CH:5]=[C:6]([CH:35]=[CH:36][CH:37]=1)[O:7][C@@H:8]([C:29]1[CH:34]=[CH:33][CH:32]=[CH:31][CH:30]=1)[CH2:9][CH2:10][N:11]1[CH2:16][CH2:15][CH:14]([C:17]2[CH:18]=[C:19]([N:23]([CH3:38])[C:24](=[O:28])[CH:25]([CH3:27])[CH3:26])[CH:20]=[CH:21][CH:22]=2)[CH2:13][CH2:12]1)(=[O:3])[CH3:2], predict the reactants needed to synthesize it. The reactants are: [C:1]([C:4]1[CH:5]=[C:6]([CH:35]=[CH:36][CH:37]=1)[O:7][C@@H:8]([C:29]1[CH:34]=[CH:33][CH:32]=[CH:31][CH:30]=1)[CH2:9][CH2:10][N:11]1[CH2:16][CH2:15][CH:14]([C:17]2[CH:18]=[C:19]([NH:23][C:24](=[O:28])[CH:25]([CH3:27])[CH3:26])[CH:20]=[CH:21][CH:22]=2)[CH2:13][CH2:12]1)(=[O:3])[CH3:2].[CH3:38]I. (7) Given the product [CH2:1]([N:8]([CH2:19][C:20]1[CH:21]=[CH:22][C:23]([O:24][C:25]2[CH:26]=[CH:27][C:28]([Br:32])=[C:29]([O:31][CH2:36][CH2:35][O:39][CH3:40])[CH:30]=2)=[CH:33][CH:34]=1)[C:9]1[CH:14]=[CH:13][CH:12]=[C:11]([N+:15]([O-:17])=[O:16])[C:10]=1[CH3:18])[C:2]1[CH:3]=[CH:4][CH:5]=[CH:6][CH:7]=1, predict the reactants needed to synthesize it. The reactants are: [CH2:1]([N:8]([CH2:19][C:20]1[CH:34]=[CH:33][C:23]([O:24][C:25]2[CH:26]=[CH:27][C:28]([Br:32])=[C:29]([OH:31])[CH:30]=2)=[CH:22][CH:21]=1)[C:9]1[CH:14]=[CH:13][CH:12]=[C:11]([N+:15]([O-:17])=[O:16])[C:10]=1[CH3:18])[C:2]1[CH:7]=[CH:6][CH:5]=[CH:4][CH:3]=1.[C:35]([O:39][CH2:40]C)(=O)[CH2:36]O. (8) Given the product [Cl:21][C:15]1[CH:16]=[C:17]([Cl:20])[CH:18]=[CH:19][C:14]=1[C:13]([C:12]1[O:11][C:10]2[CH:23]=[C:24]3[C:29](=[CH:30][C:9]=2[C:8]=1[NH:4][C:1](=[O:3])[CH3:2])[CH2:28][CH2:27][CH2:26][CH2:25]3)=[O:22], predict the reactants needed to synthesize it. The reactants are: [C:1]([N:4]([C:8]1[C:9]2[CH:30]=[C:29]3[C:24]([CH2:25][CH2:26][CH2:27][CH2:28]3)=[CH:23][C:10]=2[O:11][C:12]=1[C:13](=[O:22])[C:14]1[CH:19]=[CH:18][C:17]([Cl:20])=[CH:16][C:15]=1[Cl:21])C(=O)C)(=[O:3])[CH3:2].[OH-].[Na+].C(OCC)(=O)C.CCCCCC. (9) Given the product [Br:1][C:2]1[C:3]([CH3:10])=[N+:4]([O-:16])[CH:5]=[C:6]([F:9])[C:7]=1[CH3:8], predict the reactants needed to synthesize it. The reactants are: [Br:1][C:2]1[C:3]([CH3:10])=[N:4][CH:5]=[C:6]([F:9])[C:7]=1[CH3:8].ClC1C=C(C=CC=1)C(OO)=[O:16].